From a dataset of NCI-60 drug combinations with 297,098 pairs across 59 cell lines. Regression. Given two drug SMILES strings and cell line genomic features, predict the synergy score measuring deviation from expected non-interaction effect. (1) Synergy scores: CSS=4.92, Synergy_ZIP=-4.67, Synergy_Bliss=-4.73, Synergy_Loewe=-14.9, Synergy_HSA=-3.82. Cell line: HOP-62. Drug 1: CN(CC1=CN=C2C(=N1)C(=NC(=N2)N)N)C3=CC=C(C=C3)C(=O)NC(CCC(=O)O)C(=O)O. Drug 2: C1CN(P(=O)(OC1)NCCCl)CCCl. (2) Drug 1: C1=CN(C=N1)CC(O)(P(=O)(O)O)P(=O)(O)O. Drug 2: C1CN1C2=NC(=NC(=N2)N3CC3)N4CC4. Cell line: UO-31. Synergy scores: CSS=14.7, Synergy_ZIP=-6.98, Synergy_Bliss=1.13, Synergy_Loewe=-5.68, Synergy_HSA=1.16. (3) Drug 1: C1=CN(C(=O)N=C1N)C2C(C(C(O2)CO)O)(F)F. Drug 2: B(C(CC(C)C)NC(=O)C(CC1=CC=CC=C1)NC(=O)C2=NC=CN=C2)(O)O. Cell line: NCIH23. Synergy scores: CSS=85.7, Synergy_ZIP=-0.717, Synergy_Bliss=-1.44, Synergy_Loewe=-0.330, Synergy_HSA=0.933. (4) Drug 1: C1=CC(=CC=C1C#N)C(C2=CC=C(C=C2)C#N)N3C=NC=N3. Drug 2: CN(CCCl)CCCl.Cl. Cell line: SNB-19. Synergy scores: CSS=2.46, Synergy_ZIP=-6.72, Synergy_Bliss=-3.86, Synergy_Loewe=-9.97, Synergy_HSA=-5.21.